From a dataset of Catalyst prediction with 721,799 reactions and 888 catalyst types from USPTO. Predict which catalyst facilitates the given reaction. (1) Reactant: [CH2:1]([O:8][C:9]1[CH:27]=[C:26]([CH2:28][CH3:29])[CH:25]=[CH:24][C:10]=1[O:11][C:12]1[CH:17]=[CH:16][C:15]([NH:18][CH2:19][CH2:20][CH2:21][NH2:22])=[CH:14][C:13]=1[F:23])[C:2]1[CH:7]=[CH:6][CH:5]=[CH:4][CH:3]=1.[C:30](OC(=O)C)(=[O:32])[CH3:31]. Product: [C:30]([N:18]([C:15]1[CH:16]=[CH:17][C:12]([O:11][C:10]2[CH:24]=[CH:25][C:26]([CH2:28][CH3:29])=[CH:27][C:9]=2[O:8][CH2:1][C:2]2[CH:3]=[CH:4][CH:5]=[CH:6][CH:7]=2)=[C:13]([F:23])[CH:14]=1)[CH2:19][CH2:20][CH2:21][NH2:22])(=[O:32])[CH3:31]. The catalyst class is: 4. (2) Reactant: C(OC(=O)[NH:7][C@H:8]([C:10]1[N:14]([C:15]2[CH:20]=[CH:19][C:18]([F:21])=[CH:17][CH:16]=2)[C:13]2[CH:22]=[C:23]([F:26])[CH:24]=[CH:25][C:12]=2[N:11]=1)[CH3:9])(C)(C)C.C(O)(C(F)(F)F)=O.C([O-])(O)=O.[Na+]. Product: [F:26][C:23]1[CH:24]=[CH:25][C:12]2[N:11]=[C:10]([C@@H:8]([NH2:7])[CH3:9])[N:14]([C:15]3[CH:20]=[CH:19][C:18]([F:21])=[CH:17][CH:16]=3)[C:13]=2[CH:22]=1. The catalyst class is: 2. (3) Reactant: C(OC(=O)[NH:7][C:8]1[C:9]([C:13](=O)[NH:14][C:15]2[CH:20]=[CH:19][C:18]([CH2:21][N:22]3[CH2:27][CH2:26][O:25][CH2:24][CH2:23]3)=[CH:17][C:16]=2[NH2:28])=[N:10][NH:11][CH:12]=1)(C)(C)C.Cl.C([O-])([O-])=O.[Na+].[Na+]. Product: [N:22]1([CH2:21][C:18]2[CH:19]=[CH:20][C:15]3[NH:14][C:13]([C:9]4[C:8]([NH2:7])=[CH:12][NH:11][N:10]=4)=[N:28][C:16]=3[CH:17]=2)[CH2:27][CH2:26][O:25][CH2:24][CH2:23]1. The catalyst class is: 28.